Dataset: Reaction yield outcomes from USPTO patents with 853,638 reactions. Task: Predict the reaction yield, written as a fraction of the theoretical maximum amount of product (1.0 means a 100% yield; for example, 0.34 means a 34% yield). (1) The reactants are [I:1][C:2]1[CH:3]=[C:4]([CH2:12]O)[CH:5]=[C:6]([O:10][CH3:11])[C:7]=1[O:8][CH3:9].P(Br)(Br)[Br:15]. The catalyst is CCOCC. The product is [Br:15][CH2:12][C:4]1[CH:5]=[C:6]([O:10][CH3:11])[C:7]([O:8][CH3:9])=[C:2]([I:1])[CH:3]=1. The yield is 0.960. (2) The reactants are CS(O[CH2:6][CH2:7][S:8]([CH2:11][C:12]1[CH:17]=[CH:16][C:15]([Br:18])=[CH:14][CH:13]=1)(=[O:10])=[O:9])(=O)=O.[NH:19]1[CH2:23][CH2:22][CH2:21][CH2:20]1. The catalyst is C(Cl)Cl. The product is [Br:18][C:15]1[CH:16]=[CH:17][C:12]([CH2:11][S:8]([CH2:7][CH2:6][N:19]2[CH2:23][CH2:22][CH2:21][CH2:20]2)(=[O:10])=[O:9])=[CH:13][CH:14]=1. The yield is 0.600. (3) The reactants are [CH:1]1([C:4]2[N:8]([C:9]3[CH:14]=[C:13]([N+:15]([O-:17])=[O:16])[CH:12]=[CH:11][C:10]=3F)[N:7]=[N:6][N:5]=2)[CH2:3][CH2:2]1.[Si:19]([O:26][CH2:27][CH2:28][OH:29])([C:22]([CH3:25])([CH3:24])[CH3:23])([CH3:21])[CH3:20].C([O-])([O-])=O.[Cs+].[Cs+].CCOC(C)=O. The catalyst is CN(C=O)C.O. The yield is 0.130. The product is [Si:19]([O:26][CH2:27][CH2:28][O:29][C:10]1[CH:11]=[CH:12][C:13]([N+:15]([O-:17])=[O:16])=[CH:14][C:9]=1[N:8]1[C:4]([CH:1]2[CH2:3][CH2:2]2)=[N:5][N:6]=[N:7]1)([C:22]([CH3:24])([CH3:25])[CH3:23])([CH3:21])[CH3:20]. (4) The reactants are [Cl:1][C:2]1[CH:3]=[C:4]([C:8]2[CH:9]=[CH:10][CH:11]=[C:12]([CH:19]=2)C(N(OC)C)=O)[CH:5]=[CH:6][CH:7]=1.C[Li].[Cl-].[NH4+:23].C([O:27][CH2:28][CH3:29])(=O)C. The yield is 0.470. The catalyst is C1COCC1.CCOCC. The product is [NH2:23][C:11]1[CH:10]=[CH:9][C:8]([C:4]2[CH:5]=[CH:6][CH:7]=[C:2]([Cl:1])[CH:3]=2)=[CH:19][C:12]=1[C:28](=[O:27])[CH3:29]. (5) The reactants are [CH3:1][C:2]([CH3:22])([CH3:21])[C:3]#[C:4][C:5]1[CH:10]=[C:9]([N+:11]([O-:13])=[O:12])[CH:8]=[C:7]([F:14])[C:6]=1[NH:15]C(=O)CCC.CC([O-])(C)C.[K+].O. The catalyst is CN(C=O)C. The product is [C:2]([C:3]1[NH:15][C:6]2[C:5]([CH:4]=1)=[CH:10][C:9]([N+:11]([O-:13])=[O:12])=[CH:8][C:7]=2[F:14])([CH3:22])([CH3:21])[CH3:1]. The yield is 0.810. (6) The reactants are C(OC([N:11]1[CH2:16][CH2:15][N:14]([C:17](=[O:49])[CH:18]([NH:29][C:30]([N:32]2[CH2:37][CH2:36][CH:35]([N:38]3[CH2:47][C:46]4[C:41](=[CH:42][CH:43]=[CH:44][CH:45]=4)[NH:40][C:39]3=[O:48])[CH2:34][CH2:33]2)=[O:31])[CH2:19][C:20]2[CH:21]=[C:22]3[C:26](=[CH:27][CH:28]=2)[NH:25][N:24]=[CH:23]3)[CH2:13][CH2:12]1)=O)C1C=CC=CC=1.C. The catalyst is CO. The product is [NH:25]1[C:26]2[C:22](=[CH:21][C:20]([CH2:19][CH:18]([NH:29][C:30]([N:32]3[CH2:33][CH2:34][CH:35]([N:38]4[CH2:47][C:46]5[C:41](=[CH:42][CH:43]=[CH:44][CH:45]=5)[NH:40][C:39]4=[O:48])[CH2:36][CH2:37]3)=[O:31])[C:17](=[O:49])[N:14]3[CH2:15][CH2:16][NH:11][CH2:12][CH2:13]3)=[CH:28][CH:27]=2)[CH:23]=[N:24]1. The yield is 0.910. (7) The reactants are [F:1][C:2]1[CH:3]=[N:4][CH:5]=[CH:6][C:7]=1[CH2:8][CH2:9][OH:10].C(N(CC)CC)C.[CH3:18][S:19](Cl)(=[O:21])=[O:20]. The catalyst is C(Cl)Cl.O. The product is [F:1][C:2]1[CH:3]=[N:4][CH:5]=[CH:6][C:7]=1[CH2:8][CH2:9][O:10][S:19]([CH3:18])(=[O:21])=[O:20]. The yield is 0.830. (8) The product is [Cl:1][C:2]1[CH:9]=[CH:8][C:5]([CH2:6][Cl:13])=[C:4]([CH3:10])[CH:3]=1. The yield is 0.970. The reactants are [Cl:1][C:2]1[CH:9]=[CH:8][C:5]([CH2:6]O)=[C:4]([CH3:10])[CH:3]=1.S(Cl)([Cl:13])=O. No catalyst specified. (9) The reactants are [NH2:1][C:2]1[CH:7]=[CH:6][C:5]([OH:8])=[C:4]([CH3:9])[CH:3]=1.CC(C)([O-])C.[K+].[Cl:16][C:17]1[CH:22]=[C:21](Cl)[CH:20]=[CH:19][N:18]=1. The catalyst is CC(N(C)C)=O. The product is [Cl:16][C:17]1[CH:22]=[C:21]([O:8][C:5]2[CH:6]=[CH:7][C:2]([NH2:1])=[CH:3][C:4]=2[CH3:9])[CH:20]=[CH:19][N:18]=1. The yield is 0.560.